Dataset: Catalyst prediction with 721,799 reactions and 888 catalyst types from USPTO. Task: Predict which catalyst facilitates the given reaction. (1) Reactant: [NH2:1][CH2:2][CH2:3][CH2:4][CH2:5][N:6]1[CH2:11][CH2:10][CH:9]([C:12]2[CH:13]=[C:14]([NH:18][C:19](=[O:23])[CH:20]([CH3:22])[CH3:21])[CH:15]=[CH:16][CH:17]=2)[CH2:8][CH2:7]1.[CH:24]1[CH:29]=[CH:28][C:27]([C:30]2[CH:35]=[CH:34][C:33]([N:36]=[C:37]=[O:38])=[CH:32][CH:31]=2)=[CH:26][CH:25]=1. Product: [C:30]1([C:27]2[CH:26]=[CH:25][CH:24]=[CH:29][CH:28]=2)[CH:31]=[CH:32][C:33]([NH:36][C:37]([NH:1][CH2:2][CH2:3][CH2:4][CH2:5][N:6]2[CH2:7][CH2:8][CH:9]([C:12]3[CH:13]=[C:14]([NH:18][C:19](=[O:23])[CH:20]([CH3:21])[CH3:22])[CH:15]=[CH:16][CH:17]=3)[CH2:10][CH2:11]2)=[O:38])=[CH:34][CH:35]=1. The catalyst class is: 76. (2) Reactant: [O:1]([C:8]1[CH:13]=[CH:12][C:11]([C:14]2[C:22]3[C:17](=[N:18][CH:19]=[N:20][C:21]=3[NH2:23])[N:16]([CH:24]3[CH2:29][CH2:28][NH:27][CH2:26][CH2:25]3)[N:15]=2)=[CH:10][CH:9]=1)[C:2]1[CH:7]=[CH:6][CH:5]=[CH:4][CH:3]=1.C(=O)([O-])[O-:31].[K+].[K+].Cl[CH2:37][C:38](Cl)=[O:39].S(O)(O)(=O)=O.[NH2:46][C:47]1[NH:48][CH:49]=[CH:50][N:51]=1. Product: [C:8]([OH:31])(=[O:1])[CH3:13].[NH2:46][C:47]1[N:48]([CH2:37][C:38]([N:27]2[CH2:28][CH2:29][CH:24]([N:16]3[C:17]4=[N:18][CH:19]=[N:20][C:21]([NH2:23])=[C:22]4[C:14]([C:11]4[CH:10]=[CH:9][C:8]([O:1][C:2]5[CH:7]=[CH:6][CH:5]=[CH:4][CH:3]=5)=[CH:13][CH:12]=4)=[N:15]3)[CH2:25][CH2:26]2)=[O:39])[CH:49]=[CH:50][N:51]=1. The catalyst class is: 9.